From a dataset of Full USPTO retrosynthesis dataset with 1.9M reactions from patents (1976-2016). Predict the reactants needed to synthesize the given product. (1) Given the product [Cl:32][C:33]1[CH:34]=[C:35]([NH:36][C:2]2[N:7]=[C:6]([NH:8][CH2:9][CH2:10][CH3:11])[C:5]([C:12]#[C:13][CH2:14][CH2:15][CH2:16][NH:17][C:18](=[O:31])[C@@H:19]([N:21]([CH3:30])[C:22](=[O:29])/[CH:23]=[CH:24]/[CH2:25][N:26]([CH3:28])[CH3:27])[CH3:20])=[CH:4][N:3]=2)[CH:37]=[CH:38][CH:39]=1, predict the reactants needed to synthesize it. The reactants are: Cl[C:2]1[N:7]=[C:6]([NH:8][CH2:9][CH2:10][CH3:11])[C:5]([C:12]#[C:13][CH2:14][CH2:15][CH2:16][NH:17][C:18](=[O:31])[C@@H:19]([N:21]([CH3:30])[C:22](=[O:29])/[CH:23]=[CH:24]/[CH2:25][N:26]([CH3:28])[CH3:27])[CH3:20])=[CH:4][N:3]=1.[Cl:32][C:33]1[CH:34]=[C:35]([CH:37]=[CH:38][CH:39]=1)[NH2:36].[C@]12(CS(O)(=O)=O)C(C)(C)C(CC1)CC2=O.C(NCC)C. (2) Given the product [C:1]([O:5][C:6]([N:8]1[CH2:13][CH2:12][N:11]([C:14]2[CH:19]=[CH:18][CH:17]=[CH:16][C:15]=2[CH2:20][CH2:21][CH:22]([CH3:23])[CH3:24])[C:10](=[O:25])[C@@H:9]1[C@@H:35]([OH:36])[C@@H:34]([NH2:33])[CH2:37][C:38]1[CH:39]=[C:40]([F:45])[CH:41]=[C:42]([F:44])[CH:43]=1)=[O:7])([CH3:4])([CH3:3])[CH3:2], predict the reactants needed to synthesize it. The reactants are: [C:1]([O:5][C:6]([N:8]1[CH2:13][CH2:12][N:11]([C:14]2[CH:19]=[CH:18][CH:17]=[CH:16][C:15]=2[CH2:20][CH2:21][CH:22]([CH3:24])[CH3:23])[C:10](=[O:25])[CH2:9]1)=[O:7])([CH3:4])([CH3:3])[CH3:2].C([N:33](CC1C=CC=CC=1)[CH:34]([CH2:37][C:38]1[CH:43]=[C:42]([F:44])[CH:41]=[C:40]([F:45])[CH:39]=1)[CH:35]=[O:36])C1C=CC=CC=1.